Task: Predict the reaction yield, written as a fraction of the theoretical maximum amount of product (1.0 means a 100% yield; for example, 0.34 means a 34% yield).. Dataset: Reaction yield outcomes from USPTO patents with 853,638 reactions The reactants are [F:1][C:2]1[C:7]([C:8]2[CH:13]=[CH:12][CH:11]=[C:10]([CH3:14])[CH:9]=2)=[C:6]([CH:15]([O:29][CH2:30][CH2:31][OH:32])[C@@H:16]2[CH2:21][CH2:20][CH2:19][N:18]([C:22]([O:24][C:25]([CH3:28])([CH3:27])[CH3:26])=[O:23])[CH2:17]2)[CH:5]=[CH:4][CH:3]=1.CCN(CC)CC.[CH3:40][S:41](Cl)(=[O:43])=[O:42].O. The catalyst is C(Cl)Cl. The product is [F:1][C:2]1[C:7]([C:8]2[CH:13]=[CH:12][CH:11]=[C:10]([CH3:14])[CH:9]=2)=[C:6]([CH:15]([O:29][CH2:30][CH2:31][O:32][S:41]([CH3:40])(=[O:43])=[O:42])[C@@H:16]2[CH2:21][CH2:20][CH2:19][N:18]([C:22]([O:24][C:25]([CH3:26])([CH3:27])[CH3:28])=[O:23])[CH2:17]2)[CH:5]=[CH:4][CH:3]=1. The yield is 0.940.